Predict the reaction yield, written as a fraction of the theoretical maximum amount of product (1.0 means a 100% yield; for example, 0.34 means a 34% yield). From a dataset of Reaction yield outcomes from USPTO patents with 853,638 reactions. The reactants are [C:1]([O:7][CH2:8][CH3:9])(=[O:6])[CH2:2][C:3]([CH3:5])=O.[I:10][C:11]1[CH:18]=[CH:17][CH:16]=[CH:15][C:12]=1[CH:13]=O.[NH4+:19].[OH-:20]. The catalyst is CCO.C(Cl)Cl. The product is [I:10][C:11]1[CH:18]=[CH:17][CH:16]=[CH:15][C:12]=1[CH:13]1[C:2]([C:1]([O:7][CH2:8][CH3:9])=[O:6])=[C:3]([CH3:5])[NH:19][C:3]([CH3:5])=[C:2]1[C:1]([O:7][CH2:8][CH3:9])=[O:20]. The yield is 0.540.